This data is from Catalyst prediction with 721,799 reactions and 888 catalyst types from USPTO. The task is: Predict which catalyst facilitates the given reaction. Reactant: CS(C)=O.O1CCCC1.[F:10][C:11]1[CH:12]=[CH:13][C:14]([CH2:17][O:18][C:19]2[CH:24]=[CH:23][C:22](/[CH:25]=[CH:26]/[N+:27]([O-:29])=[O:28])=[C:21]([F:30])[CH:20]=2)=[N:15][CH:16]=1.[BH4-].[Na+]. Product: [F:10][C:11]1[CH:12]=[CH:13][C:14]([CH2:17][O:18][C:19]2[CH:24]=[CH:23][C:22]([CH2:25][CH2:26][N+:27]([O-:29])=[O:28])=[C:21]([F:30])[CH:20]=2)=[N:15][CH:16]=1. The catalyst class is: 211.